Predict the product of the given reaction. From a dataset of Forward reaction prediction with 1.9M reactions from USPTO patents (1976-2016). (1) The product is: [OH:2][CH2:3][C:4]([CH3:11])([CH3:10])[CH2:5][CH2:6][C:7]([OH:9])=[O:8]. Given the reactants C[O:2][C:3](=O)[C:4]([CH3:11])([CH3:10])[CH2:5][CH2:6][C:7]([OH:9])=[O:8].CC(O)=O.O, predict the reaction product. (2) Given the reactants [CH3:1][N:2]([CH3:19])[CH2:3][CH2:4][N:5]1[CH2:11][CH2:10][CH2:9][C:8]2[NH:12][C:13]([CH:16]=O)=[C:14]([CH3:15])[C:7]=2[C:6]1=[O:18].[F:20][C:21]1[CH:22]=[C:23]2[C:27](=[CH:28][C:29]=1[NH:30][C:31](=[O:34])[CH2:32][OH:33])[NH:26][C:25](=[O:35])[CH2:24]2, predict the reaction product. The product is: [CH3:1][N:2]([CH3:19])[CH2:3][CH2:4][N:5]1[CH2:11][CH2:10][CH2:9][C:8]2[NH:12][C:13]([CH:16]=[C:24]3[C:23]4[C:27](=[CH:28][C:29]([NH:30][C:31](=[O:34])[CH2:32][OH:33])=[C:21]([F:20])[CH:22]=4)[NH:26][C:25]3=[O:35])=[C:14]([CH3:15])[C:7]=2[C:6]1=[O:18].